This data is from Catalyst prediction with 721,799 reactions and 888 catalyst types from USPTO. The task is: Predict which catalyst facilitates the given reaction. (1) Reactant: [CH2:1]([O:3][C:4](=[O:14])[C:5]([CH2:7][C:8]1[CH:13]=[CH:12][CH:11]=[CH:10][CH:9]=1)=[CH2:6])[CH3:2].[C:15]([O:19][C:20]([NH:22][CH:23]([PH:25](=[O:27])[OH:26])[CH3:24])=[O:21])([CH3:18])([CH3:17])[CH3:16]. Product: [CH2:1]([O:3][C:4](=[O:14])[CH:5]([CH2:7][C:8]1[CH:13]=[CH:12][CH:11]=[CH:10][CH:9]=1)[CH2:6][P:25]([CH:23]([NH:22][C:20]([O:19][C:15]([CH3:16])([CH3:18])[CH3:17])=[O:21])[CH3:24])([OH:27])=[O:26])[CH3:2]. The catalyst class is: 6. (2) Reactant: F[C:2]1[CH:7]=[CH:6][C:5]([N:8]([CH3:17])[C:9](=[O:16])[C:10]2[CH:15]=[CH:14][CH:13]=[CH:12][CH:11]=2)=[CH:4][C:3]=1[N+:18]([O-])=O.[NH2:21][CH2:22][CH2:23][C:24]([NH2:26])=[O:25].C[CH2:28][N:29](C(C)C)C(C)C.O. Product: [NH2:29][C:28]1[N:21]([CH2:22][CH2:23][C:24](=[O:25])[NH2:26])[C:2]2[CH:7]=[CH:6][C:5]([N:8]([CH3:17])[C:9](=[O:16])[C:10]3[CH:15]=[CH:14][CH:13]=[CH:12][CH:11]=3)=[CH:4][C:3]=2[N:18]=1. The catalyst class is: 31. (3) Reactant: C(OC(=O)[NH:7][C@H:8]1[CH2:13][CH2:12][C@@H:11]([CH2:14][NH:15][C:16]([O:18]CC2C=CC=CC=2)=[O:17])[CH2:10][CH2:9]1)(C)(C)C.Cl. Product: [NH2:7][C@@H:8]1[CH2:13][CH2:12][C@H:11]([CH2:14][NH:15][C:16](=[O:17])[OH:18])[CH2:10][CH2:9]1. The catalyst class is: 25. (4) Reactant: [P:1]([Cl:4])(Cl)[Cl:2].[NH:5]([CH:12]1[CH2:17][CH2:16][CH2:15][CH2:14][CH2:13]1)[CH:6]1[CH2:11][CH2:10][CH2:9][CH2:8][CH2:7]1.N(C1CCCCC1)C1CCCCC1.Cl. Product: [N:5]([P:1]([Cl:4])[Cl:2])([CH:12]1[CH2:13][CH2:14][CH2:15][CH2:16][CH2:17]1)[CH:6]1[CH2:11][CH2:10][CH2:9][CH2:8][CH2:7]1. The catalyst class is: 81. (5) Reactant: [Cl:1][C:2]1[C:3](=[O:16])[N:4]([CH:10]2[CH2:15][CH2:14][CH2:13][CH2:12][CH2:11]2)[N:5]([CH2:8][CH3:9])[C:6]=1[CH3:7].[Br:17]N1C(=O)CCC1=O. Product: [Br:17][CH2:7][C:6]1[N:5]([CH2:8][CH3:9])[N:4]([CH:10]2[CH2:11][CH2:12][CH2:13][CH2:14][CH2:15]2)[C:3](=[O:16])[C:2]=1[Cl:1]. The catalyst class is: 53. (6) Reactant: [Cl-].[Al+3].[Cl-].[Cl-].[Cl:5][CH2:6][C:7](Cl)=[O:8].[NH:10]1[C:18]2[C:13](=[CH:14][CH:15]=[CH:16][CH:17]=2)[CH2:12][C:11]1=[O:19]. Product: [Cl:5][CH2:6][C:7]([C:15]1[CH:14]=[C:13]2[C:18](=[CH:17][CH:16]=1)[NH:10][C:11](=[O:19])[CH2:12]2)=[O:8]. The catalyst class is: 534. (7) Reactant: [C:1]([O:7][CH2:8][CH3:9])(=[O:6])[CH2:2][C:3]([CH3:5])=O.[Br:10][C:11]1[CH:12]=[C:13]([CH:16]=[CH:17][CH:18]=1)[CH:14]=O.[NH4+:19].[OH-:20]. Product: [Br:10][C:11]1[CH:12]=[C:13]([CH:14]2[C:2]([C:1]([O:7][CH2:8][CH3:9])=[O:6])=[C:3]([CH3:5])[NH:19][C:3]([CH3:5])=[C:2]2[C:1]([O:7][CH2:8][CH3:9])=[O:20])[CH:16]=[CH:17][CH:18]=1. The catalyst class is: 271.